From a dataset of Full USPTO retrosynthesis dataset with 1.9M reactions from patents (1976-2016). Predict the reactants needed to synthesize the given product. (1) Given the product [CH3:21][O:11][C:10](=[O:12])[C:9]1[CH:13]=[C:5]([S:2]([Cl:1])(=[O:4])=[O:3])[C:6]([O:17][CH3:18])=[CH:7][C:8]=1[O:14][CH2:15][CH3:16], predict the reactants needed to synthesize it. The reactants are: [Cl:1][S:2]([C:5]1[C:6]([O:17][CH3:18])=[CH:7][C:8]([O:14][CH2:15][CH3:16])=[C:9]([CH:13]=1)[C:10]([OH:12])=[O:11])(=[O:4])=[O:3].[N+](=[CH2:21])=[N-]. (2) Given the product [F:1][C:2]([F:25])([C:18]1[CH:23]=[CH:22][C:21]([F:24])=[CH:20][N:19]=1)[C:3]1[N:12]=[C:11]([NH:55][C:52]2[CH:51]=[C:50]([CH3:49])[NH:54][N:53]=2)[C:10]2[C:5](=[CH:6][C:7]([C:15]([NH2:17])=[O:16])=[CH:8][CH:9]=2)[N:4]=1, predict the reactants needed to synthesize it. The reactants are: [F:1][C:2]([F:25])([C:18]1[CH:23]=[CH:22][C:21]([F:24])=[CH:20][N:19]=1)[C:3]1[N:12]=[C:11](SC)[C:10]2[C:5](=[CH:6][C:7]([C:15]([NH2:17])=[O:16])=[CH:8][CH:9]=2)[N:4]=1.ClC1C=CC=C(C(OO)=O)C=1.S([O-])([O-])(=O)=S.[Na+].[Na+].C(=O)(O)[O-].[Na+].[CH3:49][C:50]1[NH:54][N:53]=[C:52]([NH2:55])[CH:51]=1. (3) Given the product [Cl:25][C:19]1[CH:20]=[C:21]([Cl:24])[CH:22]=[CH:23][C:18]=1[C:4]1[C:3]([C:1]#[N:2])=[C:7]([C:8]2[CH:13]=[CH:12][N:11]=[C:10]([F:14])[CH:9]=2)[S:6][C:5]=1[C:15]1[NH:29][CH:31]=[N:39][N:17]=1, predict the reactants needed to synthesize it. The reactants are: [C:1]([C:3]1[C:4]([C:18]2[CH:23]=[CH:22][C:21]([Cl:24])=[CH:20][C:19]=2[Cl:25])=[C:5]([C:15]([NH2:17])=O)[S:6][C:7]=1[C:8]1[CH:13]=[CH:12][N:11]=[C:10]([F:14])[CH:9]=1)#[N:2].COC(OC)[N:29]([CH3:31])C.C(O)(=O)C.O.[NH2:39]N.